Dataset: Catalyst prediction with 721,799 reactions and 888 catalyst types from USPTO. Task: Predict which catalyst facilitates the given reaction. (1) Reactant: [Br:1][C:2]1[CH:7]=[CH:6][CH:5]=[C:4]([O:8][C:9]([F:12])([F:11])[F:10])[C:3]=1[CH2:13]O.P(Br)(Br)[Br:16].C(=O)(O)[O-].[Na+]. Product: [Br:1][C:2]1[CH:7]=[CH:6][CH:5]=[C:4]([O:8][C:9]([F:12])([F:11])[F:10])[C:3]=1[CH2:13][Br:16]. The catalyst class is: 4. (2) Reactant: [CH3:1][C:2]1[O:6][N:5]=[C:4]([NH:7][S:8]([C:11]2[CH:12]=[CH:13][C:14]([NH2:17])=[CH:15][CH:16]=2)(=[O:10])=[O:9])[CH:3]=1.[CH2:18]([OH:29])[C@H:19]1[O:25][C:23](=[O:24])[C@H:22]([OH:26])[C@@H:21]([OH:27])[C@@H:20]1[OH:28]. Product: [CH3:1][C:2]1[O:6][N:5]=[C:4]([NH:7][S:8]([C:11]2[CH:16]=[CH:15][C:14]([NH2:17])=[CH:13][CH:12]=2)(=[O:10])=[O:9])[CH:3]=1.[O:24]=[C:23]([NH2:5])[C@@H:22]([C@H:21]([C@@H:20]([C@@H:19]([CH2:18][OH:29])[OH:25])[OH:28])[OH:27])[OH:26]. The catalyst class is: 5. (3) Reactant: [CH2:1]([O:3][C:4]1[CH:5]=[CH:6][C:7]2[C:16]3[C:11](=[C:12]([F:18])[C:13]([OH:17])=[CH:14][CH:15]=3)[O:10][CH2:9][C:8]=2[C:19]=1[F:20])[CH3:2].[CH:21]([C@H:23]1[CH2:28][CH2:27][C@H:26]([CH2:29]I)[CH2:25][CH2:24]1)=[CH2:22].C(=O)([O-])[O-].[K+].[K+]. Product: [CH2:1]([O:3][C:4]1[CH:5]=[CH:6][C:7]2[C:16]3[C:11](=[C:12]([F:18])[C:13]([O:17][CH2:29][C@H:26]4[CH2:27][CH2:28][C@H:23]([CH:21]=[CH2:22])[CH2:24][CH2:25]4)=[CH:14][CH:15]=3)[O:10][CH2:9][C:8]=2[C:19]=1[F:20])[CH3:2]. The catalyst class is: 21. (4) Reactant: [C:1]([O:5][C:6](=[O:20])[C:7]([CH3:19])([O:9][C:10]1[CH:18]=[CH:17][C:13]([C:14]([OH:16])=[O:15])=[CH:12][CH:11]=1)[CH3:8])([CH3:4])([CH3:3])[CH3:2].[CH3:21][C:22]1[CH:35]=[CH:34][C:25]([CH2:26][N:27]2[CH:31]=[C:30]([CH2:32]O)[N:29]=[N:28]2)=[CH:24][CH:23]=1.CC1C=CC(CN2C(CO)=CN=N2)=CC=1.C1(N=C=NC2CCCCC2)CCCCC1. Product: [C:1]([O:5][C:6](=[O:20])[C:7]([CH3:8])([O:9][C:10]1[CH:11]=[CH:12][C:13]([C:14]([O:16][CH2:32][C:30]2[N:29]=[N:28][N:27]([CH2:26][C:25]3[CH:34]=[CH:35][C:22]([CH3:21])=[CH:23][CH:24]=3)[CH:31]=2)=[O:15])=[CH:17][CH:18]=1)[CH3:19])([CH3:2])([CH3:3])[CH3:4]. The catalyst class is: 119. (5) Reactant: [C:1](=[O:22])(OC1C=CC([N+]([O-])=O)=CC=1)[O:2][CH2:3][CH2:4][N:5]1[CH2:10][CH2:9][N:8]([CH3:11])[CH2:7][CH2:6]1.CCN(C(C)C)C(C)C.[CH2:32]1[C:40]2[C:35](=[CH:36][CH:37]=[CH:38][CH:39]=2)[CH2:34][NH:33]1. Product: [CH2:32]1[C:40]2[C:35](=[CH:36][CH:37]=[CH:38][CH:39]=2)[CH2:34][N:33]1[C:1]([O:2][CH2:3][CH2:4][N:5]1[CH2:6][CH2:7][N:8]([CH3:11])[CH2:9][CH2:10]1)=[O:22]. The catalyst class is: 3. (6) Reactant: [CH2:1]([O:3][C:4]1[C:5]([N+:10]([O-])=O)=[N:6][CH:7]=[CH:8][CH:9]=1)[CH3:2].[H][H]. Product: [CH2:1]([O:3][C:4]1[C:5]([NH2:10])=[N:6][CH:7]=[CH:8][CH:9]=1)[CH3:2]. The catalyst class is: 856. (7) Reactant: [F:1][C:2]1[CH:7]=[CH:6][C:5]([OH:8])=[CH:4][CH:3]=1.[CH2:9]([CH:11]1[O:13][CH2:12]1)Cl.C(=O)([O-])[O-].[K+].[K+].O. Product: [F:1][C:2]1[CH:7]=[CH:6][C:5]([O:8][CH2:9][CH:11]2[CH2:12][O:13]2)=[CH:4][CH:3]=1. The catalyst class is: 115. (8) Reactant: [CH3:1][C:2]([CH3:9])([CH3:8])[C:3](=O)[CH2:4][C:5]#[N:6].[C:10]([CH2:12][CH2:13][NH:14][NH2:15])#[N:11]. Product: [NH2:6][C:5]1[N:14]([CH2:13][CH2:12][C:10]#[N:11])[N:15]=[C:3]([C:2]([CH3:9])([CH3:8])[CH3:1])[CH:4]=1. The catalyst class is: 14.